Dataset: Catalyst prediction with 721,799 reactions and 888 catalyst types from USPTO. Task: Predict which catalyst facilitates the given reaction. (1) Reactant: [CH3:1][N:2]1[CH:7]=[C:6](B2OC(C)(C)C(C)(C)O2)[C:5]2[CH:17]=[CH:18][N:19]([S:20]([C:23]3[CH:28]=[CH:27][C:26]([CH3:29])=[CH:25][CH:24]=3)(=[O:22])=[O:21])[C:4]=2[C:3]1=[O:30].Br[C:32]1[C:41]([O:42][C:43]2[CH:48]=[CH:47][C:46]([F:49])=[CH:45][C:44]=2[F:50])=[CH:40][C:35]2[NH:36][C:37](=[O:39])[NH:38][C:34]=2[CH:33]=1.P([O-])([O-])([O-])=O.[K+].[K+].[K+].CC12CC3(C)OC(C)(CC(C)(O3)O1)P2C1C=CC=CC=1. Product: [F:50][C:44]1[CH:45]=[C:46]([F:49])[CH:47]=[CH:48][C:43]=1[O:42][C:41]1[C:32]([C:6]2[C:5]3[CH:17]=[CH:18][N:19]([S:20]([C:23]4[CH:28]=[CH:27][C:26]([CH3:29])=[CH:25][CH:24]=4)(=[O:22])=[O:21])[C:4]=3[C:3](=[O:30])[N:2]([CH3:1])[CH:7]=2)=[CH:33][C:34]2[NH:38][C:37](=[O:39])[NH:36][C:35]=2[CH:40]=1. The catalyst class is: 333. (2) Reactant: C(=O)([O-])[O-].[K+].[K+].Br[CH2:8][C:9]([NH:11][CH2:12][CH2:13][CH2:14][CH2:15][CH2:16][CH2:17][CH3:18])=[O:10].[OH:19][CH2:20][CH2:21][CH2:22][N:23]1[CH2:28][CH2:27][NH:26][CH2:25][CH2:24]1. Product: [CH2:12]([NH:11][C:9](=[O:10])[CH2:8][N:26]1[CH2:27][CH2:28][N:23]([CH2:22][CH2:21][CH2:20][OH:19])[CH2:24][CH2:25]1)[CH2:13][CH2:14][CH2:15][CH2:16][CH2:17][CH3:18]. The catalyst class is: 10. (3) Reactant: [C:1]([NH:5][C:6]([C:8]1[C:16]2[C:11](=[N:12][CH:13]=[C:14](Br)[N:15]=2)[N:10]([CH2:18][O:19][CH2:20][CH2:21][Si:22]([CH3:25])([CH3:24])[CH3:23])[CH:9]=1)=[O:7])([CH3:4])([CH3:3])[CH3:2].C(C1CN(C(=O)[C@H](NC(C2C3C(=NC=C([C:47]4[C:51]5=[N:52][CH:53]=[CH:54][CH:55]=[C:50]5[N:49]([CH3:56])[N:48]=4)N=3)NC=2)=O)C)C1)#N. Product: [C:1]([NH:5][C:6]([C:8]1[C:16]2[C:11](=[N:12][CH:13]=[C:14]([C:47]3[C:51]4=[N:52][CH:53]=[CH:54][CH:55]=[C:50]4[N:49]([CH3:56])[N:48]=3)[N:15]=2)[N:10]([CH2:18][O:19][CH2:20][CH2:21][Si:22]([CH3:25])([CH3:24])[CH3:23])[CH:9]=1)=[O:7])([CH3:4])([CH3:3])[CH3:2]. The catalyst class is: 441. (4) Reactant: [C:1]1([C@H:7]([NH:32][C:33]([O:35][C@@H:36]2[CH:41]3[CH2:42][CH2:43][N:38]([CH2:39][CH2:40]3)[CH2:37]2)=[O:34])[C:8]2[CH:9]=[C:10]([CH:29]=[CH:30][CH:31]=2)[O:11][CH2:12][CH:13]2[CH2:18][CH2:17][N:16](C(OCC3C=CC=CC=3)=O)[CH2:15][CH2:14]2)[CH:6]=[CH:5][CH:4]=[CH:3][CH:2]=1.CC1CC=CCC=1. Product: [C:1]1([C@H:7]([NH:32][C:33](=[O:34])[O:35][C@@H:36]2[CH:41]3[CH2:42][CH2:43][N:38]([CH2:39][CH2:40]3)[CH2:37]2)[C:8]2[CH:31]=[CH:30][CH:29]=[C:10]([O:11][CH2:12][CH:13]3[CH2:14][CH2:15][NH:16][CH2:17][CH2:18]3)[CH:9]=2)[CH:2]=[CH:3][CH:4]=[CH:5][CH:6]=1. The catalyst class is: 29.